This data is from NCI-60 drug combinations with 297,098 pairs across 59 cell lines. The task is: Regression. Given two drug SMILES strings and cell line genomic features, predict the synergy score measuring deviation from expected non-interaction effect. (1) Drug 1: CC1=C(C(=CC=C1)Cl)NC(=O)C2=CN=C(S2)NC3=CC(=NC(=N3)C)N4CCN(CC4)CCO. Drug 2: CC12CCC3C(C1CCC2OP(=O)(O)O)CCC4=C3C=CC(=C4)OC(=O)N(CCCl)CCCl.[Na+]. Cell line: SK-MEL-28. Synergy scores: CSS=28.4, Synergy_ZIP=-6.46, Synergy_Bliss=4.99, Synergy_Loewe=3.55, Synergy_HSA=3.65. (2) Drug 1: C1=C(C(=O)NC(=O)N1)F. Drug 2: CCCCC(=O)OCC(=O)C1(CC(C2=C(C1)C(=C3C(=C2O)C(=O)C4=C(C3=O)C=CC=C4OC)O)OC5CC(C(C(O5)C)O)NC(=O)C(F)(F)F)O. Cell line: HT29. Synergy scores: CSS=45.9, Synergy_ZIP=3.15, Synergy_Bliss=0.471, Synergy_Loewe=-0.698, Synergy_HSA=-0.517. (3) Drug 1: CC(CN1CC(=O)NC(=O)C1)N2CC(=O)NC(=O)C2. Drug 2: CC(C)NC(=O)C1=CC=C(C=C1)CNNC.Cl. Cell line: HCC-2998. Synergy scores: CSS=12.4, Synergy_ZIP=-1.38, Synergy_Bliss=1.88, Synergy_Loewe=0.175, Synergy_HSA=0.187. (4) Drug 1: CC12CCC3C(C1CCC2O)C(CC4=C3C=CC(=C4)O)CCCCCCCCCS(=O)CCCC(C(F)(F)F)(F)F. Drug 2: CC(C)(C#N)C1=CC(=CC(=C1)CN2C=NC=N2)C(C)(C)C#N. Cell line: SW-620. Synergy scores: CSS=-10.2, Synergy_ZIP=0.815, Synergy_Bliss=-5.88, Synergy_Loewe=-12.7, Synergy_HSA=-11.4. (5) Drug 1: CC12CCC3C(C1CCC2=O)CC(=C)C4=CC(=O)C=CC34C. Drug 2: C1CCC(C(C1)N)N.C(=O)(C(=O)[O-])[O-].[Pt+4]. Cell line: UACC62. Synergy scores: CSS=33.4, Synergy_ZIP=-5.35, Synergy_Bliss=-4.40, Synergy_Loewe=-15.3, Synergy_HSA=-3.25. (6) Drug 2: C(=O)(N)NO. Synergy scores: CSS=9.94, Synergy_ZIP=-2.09, Synergy_Bliss=-1.88, Synergy_Loewe=-15.7, Synergy_HSA=-0.946. Drug 1: CN1CCC(CC1)COC2=C(C=C3C(=C2)N=CN=C3NC4=C(C=C(C=C4)Br)F)OC. Cell line: SN12C. (7) Drug 1: C1CCC(CC1)NC(=O)N(CCCl)N=O. Drug 2: COC1=C2C(=CC3=C1OC=C3)C=CC(=O)O2. Cell line: NCI-H322M. Synergy scores: CSS=0.431, Synergy_ZIP=-1.63, Synergy_Bliss=-0.248, Synergy_Loewe=-0.565, Synergy_HSA=-0.746.